From a dataset of Catalyst prediction with 721,799 reactions and 888 catalyst types from USPTO. Predict which catalyst facilitates the given reaction. (1) Reactant: Cl[C:2]1[CH:7]=[C:6]([C:8]2[CH:9]=[N:10][C:11]([O:14][CH3:15])=[CH:12][CH:13]=2)[N:5]=[C:4]2[N:16]([CH3:19])[N:17]=[CH:18][C:3]=12.[CH3:20][S:21]([C:24]1[CH:29]=[CH:28][C:27]([OH:30])=[CH:26][CH:25]=1)(=[O:23])=[O:22].C(=O)([O-])[O-].[K+].[K+]. Product: [CH3:15][O:14][C:11]1[N:10]=[CH:9][C:8]([C:6]2[N:5]=[C:4]3[N:16]([CH3:19])[N:17]=[CH:18][C:3]3=[C:2]([O:30][C:27]3[CH:26]=[CH:25][C:24]([S:21]([CH3:20])(=[O:23])=[O:22])=[CH:29][CH:28]=3)[CH:7]=2)=[CH:13][CH:12]=1. The catalyst class is: 3. (2) Reactant: Br[C:2]1[CH:7]=[CH:6][C:5]([CH:8]2[CH2:12][CH2:11][CH:10]([C:13]3[CH:18]=[CH:17][C:16](Br)=[CH:15][CH:14]=3)[N:9]2[C:20]2[CH:25]=[CH:24][C:23]([C:26]([CH3:29])([CH3:28])[CH3:27])=[CH:22][CH:21]=2)=[CH:4][CH:3]=1.[C:30]([Cu])#[N:31].[CH3:33][NH:34]C.O. The catalyst class is: 9. Product: [C:26]([C:23]1[CH:24]=[CH:25][C:20]([N:9]2[CH:8]([C:5]3[CH:6]=[CH:7][C:2]([C:33]#[N:34])=[CH:3][CH:4]=3)[CH2:12][CH2:11][CH:10]2[C:13]2[CH:18]=[CH:17][C:16]([C:30]#[N:31])=[CH:15][CH:14]=2)=[CH:21][CH:22]=1)([CH3:28])([CH3:29])[CH3:27]. (3) Reactant: C([C:3]1[C:8]([NH2:9])=[C:7](NC)[CH:6]=[C:5]([NH:12][CH2:13][C:14]2[CH:19]=[CH:18][C:17]([F:20])=[CH:16][CH:15]=2)[N:4]=1)C.[F:21][C:22]1[CH:23]=[C:24]([CH2:29][C:30]([OH:32])=O)[CH:25]=[C:26]([F:28])[CH:27]=1.C1[CH:38]=[N:37][C:36]2N(O)N=NC=2C=1.CCN=C=NCCCN(C)C.Cl. Product: [CH3:36][N:37]([CH3:38])[C:3]1[C:8]([NH:9][C:30](=[O:32])[CH2:29][C:24]2[CH:23]=[C:22]([F:21])[CH:27]=[C:26]([F:28])[CH:25]=2)=[CH:7][CH:6]=[C:5]([NH:12][CH2:13][C:14]2[CH:15]=[CH:16][C:17]([F:20])=[CH:18][CH:19]=2)[N:4]=1. The catalyst class is: 34. (4) Reactant: [H-].[Na+].[CH2:3]([O:5][C:6](=[O:22])[CH:7]([O:11][C:12]1[CH:20]=[CH:19][CH:18]=[C:17]2[C:13]=1[CH:14]=[C:15]([CH3:21])[NH:16]2)[CH:8]([CH3:10])[CH3:9])[CH3:4].[Br:23][CH:24](Br)[CH2:25][CH2:26][CH2:27][CH2:28][CH2:29][CH2:30][CH2:31][CH2:32][CH2:33][CH2:34][CH3:35]. Product: [CH2:3]([O:5][C:6](=[O:22])[CH:7]([O:11][C:12]1[CH:20]=[CH:19][CH:18]=[C:17]2[C:13]=1[CH:14]=[C:15]([CH3:21])[N:16]2[CH2:35][CH2:34][CH2:33][CH2:32][CH2:31][CH2:30][CH2:29][CH2:28][CH2:27][CH2:26][CH2:25][CH2:24][Br:23])[CH:8]([CH3:9])[CH3:10])[CH3:4]. The catalyst class is: 39. (5) Reactant: [CH:1]12[CH2:10][CH:5]3[CH2:6][CH:7]([CH2:9][CH:3]([CH2:4]3)[CH:2]1[NH:11][C:12](=[O:25])[C:13]1[CH:18]=[CH:17][CH:16]=[C:15]([N:19]3[CH2:24][CH2:23][NH:22][CH2:21][CH2:20]3)[N:14]=1)[CH2:8]2.Br[CH2:27][CH2:28][OH:29].C(=O)([O-])[O-].[K+].[K+].CO. Product: [CH:1]12[CH2:10][CH:5]3[CH2:6][CH:7]([CH2:9][CH:3]([CH2:4]3)[CH:2]1[NH:11][C:12](=[O:25])[C:13]1[CH:18]=[CH:17][CH:16]=[C:15]([N:19]3[CH2:20][CH2:21][N:22]([CH2:27][CH2:28][OH:29])[CH2:23][CH2:24]3)[N:14]=1)[CH2:8]2. The catalyst class is: 3. (6) Reactant: [CH2:1]([O:8][C@@H:9]1[C@@H:17]([CH:18]([OH:20])[CH3:19])[O:16][C@H:15]2[C@H:11]([N:12]=[C:13]([N:21]([CH3:29])[C:22](=[O:28])[O:23][C:24]([CH3:27])([CH3:26])[CH3:25])[S:14]2)[CH2:10]1)[C:2]1[CH:7]=[CH:6][CH:5]=[CH:4][CH:3]=1. Product: [C:18]([C@H:17]1[O:16][C@H:15]2[C@H:11]([N:12]=[C:13]([N:21]([CH3:29])[C:22](=[O:28])[O:23][C:24]([CH3:26])([CH3:27])[CH3:25])[S:14]2)[CH2:10][C@@H:9]1[O:8][CH2:1][C:2]1[CH:3]=[CH:4][CH:5]=[CH:6][CH:7]=1)(=[O:20])[CH3:19]. The catalyst class is: 2.